Dataset: Reaction yield outcomes from USPTO patents with 853,638 reactions. Task: Predict the reaction yield, written as a fraction of the theoretical maximum amount of product (1.0 means a 100% yield; for example, 0.34 means a 34% yield). (1) The reactants are [C:1]([CH2:20][CH2:21][OH:22])([C:4]([C:7]([C:10]([C:13]([C:16]([F:19])([F:18])[F:17])([F:15])[F:14])([F:12])[F:11])([F:9])[F:8])([F:6])[F:5])([F:3])[F:2].O1C[CH2:26][CH2:25][CH2:24]1.[OH-].[Na+].BrCCC. The catalyst is [Cl-].C([N+](CC)(CC)CC)C1C=CC=CC=1.O.C1CCCCC1. The product is [C:1]([CH2:20][CH2:21][O:22][CH2:24][CH2:25][CH3:26])([C:4]([C:7]([C:10]([C:13]([C:16]([F:17])([F:18])[F:19])([F:14])[F:15])([F:12])[F:11])([F:9])[F:8])([F:6])[F:5])([F:3])[F:2]. The yield is 0.710. (2) The reactants are [CH3:1][C:2]1[CH:39]=[C:38]([CH3:40])[CH:37]=[CH:36][C:3]=1[O:4][CH2:5][C@H:6]([OH:35])[CH2:7][NH:8][C:9]1[CH:14]=[CH:13][NH:12][C:11](=[O:15])[C:10]=1[C:16]1[NH:27][C:26]2[C:18](=[CH:19][C:20]3[CH2:21][N:22]([CH:29]4[CH2:34][CH2:33][NH:32][CH2:31][CH2:30]4)[C:23](=[O:28])[C:24]=3[CH:25]=2)[N:17]=1.[CH3:41][C:42]([CH3:44])=O.[BH4-].[Na+]. The catalyst is CO. The product is [CH3:1][C:2]1[CH:39]=[C:38]([CH3:40])[CH:37]=[CH:36][C:3]=1[O:4][CH2:5][CH:6]([OH:35])[CH2:7][NH:8][C:9]1[CH:14]=[CH:13][NH:12][C:11](=[O:15])[C:10]=1[C:16]1[NH:27][C:26]2[C:18](=[CH:19][C:20]3[CH2:21][N:22]([CH:29]4[CH2:30][CH2:31][N:32]([CH:42]([CH3:44])[CH3:41])[CH2:33][CH2:34]4)[C:23](=[O:28])[C:24]=3[CH:25]=2)[N:17]=1. The yield is 0.0700. (3) The reactants are [CH3:1][O:2][C:3]1[CH:4]=[C:5]2[C:10](=[CH:11][C:12]=1[O:13][CH3:14])[N:9]=C(SC)C=C2OC1C=CC(NC(C2(C(NC3C=CC(F)=CC=3)=O)CC2)=O)=CC=1F.CS[C:43]([S:54][CH3:55])=[C:44]1[C:49](=[O:50])[O:48][C:47]([CH3:52])([CH3:51])[O:46][C:45]1=[O:53]. The catalyst is CCO. The product is [CH3:14][O:13][C:12]1[CH:11]=[C:10]([NH:9][C:43]([S:54][CH3:55])=[C:44]2[C:49](=[O:50])[O:48][C:47]([CH3:52])([CH3:51])[O:46][C:45]2=[O:53])[CH:5]=[CH:4][C:3]=1[O:2][CH3:1]. The yield is 0.830. (4) The reactants are Br[C:2]1[CH:3]=[CH:4][C:5]2[O:32][CH2:31][C:8]3([C:16]4[C:11](=[CH:12][CH:13]=[CH:14][CH:15]=4)[N:10]([CH:17]([C:24]4[CH:29]=[CH:28][CH:27]=[CH:26][CH:25]=4)[C:18]4[CH:23]=[CH:22][CH:21]=[CH:20][CH:19]=4)[C:9]3=[O:30])[C:6]=2[CH:7]=1.[B:33]1([B:33]2[O:37][C:36]([CH3:39])([CH3:38])[C:35]([CH3:41])([CH3:40])[O:34]2)[O:37][C:36]([CH3:39])([CH3:38])[C:35]([CH3:41])([CH3:40])[O:34]1.C([O-])(=O)C.[K+]. The catalyst is CS(C)=O.O. The product is [C:24]1([CH:17]([C:18]2[CH:19]=[CH:20][CH:21]=[CH:22][CH:23]=2)[N:10]2[C:11]3[C:16](=[CH:15][CH:14]=[CH:13][CH:12]=3)[C:8]3([C:6]4[CH:7]=[C:2]([B:33]5[O:37][C:36]([CH3:39])([CH3:38])[C:35]([CH3:41])([CH3:40])[O:34]5)[CH:3]=[CH:4][C:5]=4[O:32][CH2:31]3)[C:9]2=[O:30])[CH:29]=[CH:28][CH:27]=[CH:26][CH:25]=1. The yield is 0.300.